From a dataset of Forward reaction prediction with 1.9M reactions from USPTO patents (1976-2016). Predict the product of the given reaction. (1) Given the reactants [F:1][C:2]1[CH:10]=[C:9]2[C:5]([C:6]([C:20]3[CH:21]=[N:22][N:23]([CH2:25][CH:26]4[CH2:31][CH2:30][NH:29][CH2:28][CH2:27]4)[CH:24]=3)=[CH:7][N:8]2[S:11]([C:14]2[CH:19]=[CH:18][CH:17]=[CH:16][CH:15]=2)(=[O:13])=[O:12])=[CH:4][CH:3]=1.CCN(CC)CC.FC(F)(F)S(O[CH2:45][C:46]([F:49])([F:48])[F:47])(=O)=O, predict the reaction product. The product is: [F:1][C:2]1[CH:10]=[C:9]2[C:5]([C:6]([C:20]3[CH:21]=[N:22][N:23]([CH2:25][CH:26]4[CH2:31][CH2:30][N:29]([CH2:45][C:46]([F:49])([F:48])[F:47])[CH2:28][CH2:27]4)[CH:24]=3)=[CH:7][N:8]2[S:11]([C:14]2[CH:15]=[CH:16][CH:17]=[CH:18][CH:19]=2)(=[O:12])=[O:13])=[CH:4][CH:3]=1. (2) The product is: [CH:12]([NH:9][C:6]1[CH:7]=[CH:8][CH:2]=[CH:3][CH:5]=1)=[O:13]. Given the reactants Cl[C:2]1[CH:8]=[CH:7][C:6]([N+:9]([O-])=O)=[CH:5][C:3]=1N.[CH:12](O)=[O:13], predict the reaction product. (3) The product is: [Cl:40][C:37]1[CH:38]=[CH:39][C:33]2[CH:32]=[C:31]([S:28]([N:25]3[CH2:26][CH2:27][N:22]([CH2:21][CH:18]4[CH2:17][CH2:16][NH:15][CH2:20][CH2:19]4)[C:23](=[O:41])[CH2:24]3)(=[O:30])=[O:29])[S:35][C:34]=2[CH:36]=1. Given the reactants FC(F)(F)C(O)=O.C(OC([N:15]1[CH2:20][CH2:19][CH:18]([CH2:21][N:22]2[CH2:27][CH2:26][N:25]([S:28]([C:31]3[S:35][C:34]4[CH:36]=[C:37]([Cl:40])[CH:38]=[CH:39][C:33]=4[CH:32]=3)(=[O:30])=[O:29])[CH2:24][C:23]2=[O:41])[CH2:17][CH2:16]1)=O)(C)(C)C, predict the reaction product. (4) Given the reactants [CH:1]1([CH2:6]O)[CH2:5][CH2:4][CH2:3][CH2:2]1.C(N(CC)CC)C.CS(Cl)(=O)=O.O.[NH2:21][NH2:22].[P:23](=[O:27])([OH:26])([OH:25])[OH:24], predict the reaction product. The product is: [P:23]([OH:27])([OH:26])([OH:25])=[O:24].[CH:1]1([CH2:6][NH:21][NH2:22])[CH2:5][CH2:4][CH2:3][CH2:2]1. (5) The product is: [Cl:19][C:20]1[CH:27]=[CH:26][C:23]([CH2:24][N:7]2[C:8]([CH2:10][CH2:11][C:12]([O:14][CH2:15][CH3:16])=[O:13])=[CH:9][C:5]([O:4][CH:1]([CH3:3])[CH3:2])=[N:6]2)=[C:22]([F:28])[CH:21]=1. Given the reactants [CH:1]([O:4][C:5]1[CH:9]=[C:8]([CH2:10][CH2:11][C:12]([O:14][CH2:15][CH3:16])=[O:13])[NH:7][N:6]=1)([CH3:3])[CH3:2].[H-].[Na+].[Cl:19][C:20]1[CH:27]=[CH:26][C:23]([CH2:24]Br)=[C:22]([F:28])[CH:21]=1.Cl, predict the reaction product. (6) Given the reactants CC1(C)C(C)(C)OB([C:9]2[CH:14]=[CH:13][C:12]([N:15]3[CH:19]=[N:18][CH:17]=[N:16]3)=[CH:11][CH:10]=2)O1.[Br:21][C:22]1[CH:27]=[CH:26][C:25](I)=[CH:24][CH:23]=1.C([O-])([O-])=O.[K+].[K+], predict the reaction product. The product is: [Br:21][C:22]1[CH:27]=[CH:26][C:25]([C:9]2[CH:10]=[CH:11][C:12]([N:15]3[CH:19]=[N:18][CH:17]=[N:16]3)=[CH:13][CH:14]=2)=[CH:24][CH:23]=1. (7) Given the reactants Br[C:2]1[CH:7]=[CH:6][C:5]([N:8]2[CH2:13][CH2:12][N:11]([C:14]([O:16][C:17]([CH3:20])([CH3:19])[CH3:18])=[O:15])[CH2:10][CH2:9]2)=[CH:4][CH:3]=1.[B:21]1([B:21]2[O:25][C:24]([CH3:27])([CH3:26])[C:23]([CH3:29])([CH3:28])[O:22]2)[O:25][C:24]([CH3:27])([CH3:26])[C:23]([CH3:29])([CH3:28])[O:22]1.C([O-])(=O)C.[K+].C(=O)([O-])O.[Na+], predict the reaction product. The product is: [CH3:28][C:23]1([CH3:29])[C:24]([CH3:27])([CH3:26])[O:25][B:21]([C:2]2[CH:7]=[CH:6][C:5]([N:8]3[CH2:13][CH2:12][N:11]([C:14]([O:16][C:17]([CH3:20])([CH3:19])[CH3:18])=[O:15])[CH2:10][CH2:9]3)=[CH:4][CH:3]=2)[O:22]1.